Dataset: Full USPTO retrosynthesis dataset with 1.9M reactions from patents (1976-2016). Task: Predict the reactants needed to synthesize the given product. (1) Given the product [Cl:1][C:2]1[N:6]([C:7]2[CH:12]=[CH:11][C:10]([C:13]3[CH:18]=[CH:17][CH:16]=[C:15]([O:19][CH3:20])[C:14]=3[OH:21])=[CH:9][CH:8]=2)[C:5]2[C:22](=[O:23])[N:30]([C:31]3[CH:32]=[C:33]([CH:34]=[CH:35][CH:36]=3)[C:37]([OH:39])=[O:38])[C:28](=[O:29])[NH:27][C:4]=2[CH:3]=1, predict the reactants needed to synthesize it. The reactants are: [Cl:1][C:2]1[N:6]([C:7]2[CH:12]=[CH:11][C:10]([C:13]3[CH:18]=[CH:17][CH:16]=[C:15]([O:19][CH3:20])[C:14]=3[OH:21])=[CH:9][CH:8]=2)[C:5]([C:22](OCC)=[O:23])=[C:4]([NH:27][C:28]([NH:30][C:31]2[CH:36]=[CH:35][CH:34]=[C:33]([C:37]([O:39]CC)=[O:38])[CH:32]=2)=[O:29])[CH:3]=1.[Na]. (2) The reactants are: [CH2:1]([C:3]1[CH:8]=[CH:7][C:6]([CH:9]2[CH2:14][NH:13][CH2:12][CH:11]([C:15]([O:17][CH2:18][CH3:19])=[O:16])[CH2:10]2)=[CH:5][CH:4]=1)[CH3:2].[CH:20]1([C:25](Cl)=[O:26])[CH2:24][CH2:23][CH2:22][CH2:21]1. Given the product [CH:20]1([C:25]([N:13]2[CH2:14][CH:9]([C:6]3[CH:5]=[CH:4][C:3]([CH2:1][CH3:2])=[CH:8][CH:7]=3)[CH2:10][CH:11]([C:15]([O:17][CH2:18][CH3:19])=[O:16])[CH2:12]2)=[O:26])[CH2:24][CH2:23][CH2:22][CH2:21]1, predict the reactants needed to synthesize it. (3) Given the product [BrH:1].[Cl:11][C:8]1[CH:9]=[CH:10][C:5]([C:3]2[N:21]3[CH2:22][CH2:23][N:19]=[C:20]3[S:24][C:2]=2[CH:16]([CH3:18])[CH3:17])=[CH:6][C:7]=1[C:12]([F:15])([F:14])[F:13], predict the reactants needed to synthesize it. The reactants are: [Br:1][CH:2]([CH:16]([CH3:18])[CH3:17])[C:3]([C:5]1[CH:10]=[CH:9][C:8]([Cl:11])=[C:7]([C:12]([F:15])([F:14])[F:13])[CH:6]=1)=O.[NH:19]1[CH2:23][CH2:22][NH:21][C:20]1=[S:24]. (4) Given the product [Cl:1][C:2]1[CH:7]=[C:6]([O:21][C:14]2[C:15]3[C:20](=[CH:19][CH:18]=[CH:17][CH:16]=3)[C:11]([NH2:10])=[CH:12][CH:13]=2)[CH:5]=[CH:4][N:3]=1, predict the reactants needed to synthesize it. The reactants are: [Cl:1][C:2]1[CH:7]=[C:6](F)[CH:5]=[CH:4][N:3]=1.Cl.[NH2:10][C:11]1[C:20]2[C:15](=[CH:16][CH:17]=[CH:18][CH:19]=2)[C:14]([OH:21])=[CH:13][CH:12]=1.[K].[O-]CCCC. (5) Given the product [CH2:1]([O:3][C:4]([N:6]1[C:15]2[C:10](=[N:11][C:12]([O:16][CH3:17])=[CH:13][CH:14]=2)[C@@H:9]([NH2:18])[CH2:8][C@H:7]1[CH2:30][CH3:31])=[O:5])[CH3:2], predict the reactants needed to synthesize it. The reactants are: [CH2:1]([O:3][C:4]([N:6]1[C:15]2[C:10](=[N:11][C:12]([O:16][CH3:17])=[CH:13][CH:14]=2)[C@@H:9]([NH:18]C(O[C@H](C2C=CC=CC=2)C)=O)[CH2:8][C@H:7]1[CH2:30][CH3:31])=[O:5])[CH3:2]. (6) Given the product [CH3:13][O:14][C:15]1[CH:16]=[C:17]2[C:22](=[CH:23][CH:24]=1)[N:21]([C:2]1[C:3]3[CH:11]=[C:10]([CH3:12])[O:9][C:4]=3[N:5]=[C:6]([CH3:8])[N:7]=1)[CH2:20][CH2:19][CH2:18]2, predict the reactants needed to synthesize it. The reactants are: Cl[C:2]1[C:3]2[CH:11]=[C:10]([CH3:12])[O:9][C:4]=2[N:5]=[C:6]([CH3:8])[N:7]=1.[CH3:13][O:14][C:15]1[CH:16]=[C:17]2[C:22](=[CH:23][CH:24]=1)[NH:21][CH2:20][CH2:19][CH2:18]2. (7) Given the product [CH:22]1([NH:25][CH2:20][C:8]([C:5]2[CH:6]=[CH:7][C:2]([F:1])=[CH:3][CH:4]=2)=[CH:9][C:10]2[CH:19]=[CH:18][C:13]([C:14]([O:16][CH3:17])=[O:15])=[CH:12][CH:11]=2)[CH2:24][CH2:23]1, predict the reactants needed to synthesize it. The reactants are: [F:1][C:2]1[CH:7]=[CH:6][C:5]([C:8]([CH:20]=O)=[CH:9][C:10]2[CH:19]=[CH:18][C:13]([C:14]([O:16][CH3:17])=[O:15])=[CH:12][CH:11]=2)=[CH:4][CH:3]=1.[CH:22]1([NH2:25])[CH2:24][CH2:23]1.CO.[BH4-].[Na+].